Dataset: Forward reaction prediction with 1.9M reactions from USPTO patents (1976-2016). Task: Predict the product of the given reaction. (1) Given the reactants [I:1][C:2]1[CH:3]=[C:4]([CH:6]=[CH:7][CH:8]=1)[NH2:5].[CH:9](OCC)(OCC)OCC.[N+:19]([CH2:22]C(OCC)=O)([O-])=O.[C:28]([OH:31])(=[O:30])[CH3:29], predict the reaction product. The product is: [I:1][C:2]1[CH:3]=[C:4]([N:5]2[CH:9]=[C:29]([C:28]([OH:31])=[O:30])[N:19]=[CH:22]2)[CH:6]=[CH:7][CH:8]=1. (2) Given the reactants [CH:1]([NH:4][C:5]1[C:10]([NH2:11])=[CH:9][N:8]=[C:7]([NH:12][C:13]2[CH:18]=[CH:17][N:16]=[C:15]([N:19]3[CH2:24][CH2:23][CH:22]([O:25][CH3:26])[CH2:21][CH2:20]3)[N:14]=2)[CH:6]=1)([CH3:3])[CH3:2].C1(C)C=CC(S(O)(=O)=O)=CC=1.[Cl:38][CH2:39][C:40](OC)(OC)OC, predict the reaction product. The product is: [Cl:38][CH2:39][C:40]1[N:4]([CH:1]([CH3:3])[CH3:2])[C:5]2[CH:6]=[C:7]([NH:12][C:13]3[CH:18]=[CH:17][N:16]=[C:15]([N:19]4[CH2:24][CH2:23][CH:22]([O:25][CH3:26])[CH2:21][CH2:20]4)[N:14]=3)[N:8]=[CH:9][C:10]=2[N:11]=1. (3) Given the reactants C[O:2][C:3](=[O:31])[C:4]1[CH:9]=[CH:8][C:7]([N:10]([CH:20]2[CH2:25][CH2:24][N:23]([CH:26]([CH3:30])[CH2:27][CH2:28][NH2:29])[CH2:22][CH2:21]2)[CH2:11][C:12]2[CH:17]=[CH:16][CH:15]=[C:14]([C:18]#[N:19])[CH:13]=2)=[CH:6][CH:5]=1.[CH3:32][C:33]1[CH:41]=[C:40]([C:42]2[CH:47]=[CH:46][N:45]=[CH:44][CH:43]=2)[CH:39]=[C:38]([CH3:48])[C:34]=1[C:35](O)=[O:36], predict the reaction product. The product is: [C:18]([C:14]1[CH:13]=[C:12]([CH:17]=[CH:16][CH:15]=1)[CH2:11][N:10]([CH:20]1[CH2:21][CH2:22][N:23]([CH:26]([CH3:30])[CH2:27][CH2:28][NH:29][C:35](=[O:36])[C:34]2[C:38]([CH3:48])=[CH:39][C:40]([C:42]3[CH:43]=[CH:44][N:45]=[CH:46][CH:47]=3)=[CH:41][C:33]=2[CH3:32])[CH2:24][CH2:25]1)[C:7]1[CH:6]=[CH:5][C:4]([C:3]([OH:2])=[O:31])=[CH:9][CH:8]=1)#[N:19]. (4) Given the reactants C[O:2][C:3](=O)[C:4]1[CH:9]=[CH:8][C:7]([Br:10])=[CH:6][CH:5]=1.O.[NH2:13][NH2:14], predict the reaction product. The product is: [Br:10][C:7]1[CH:8]=[CH:9][C:4]([C:3]([NH:13][NH2:14])=[O:2])=[CH:5][CH:6]=1. (5) Given the reactants [Cl:1][C:2]1[CH:7]=[CH:6][C:5]([C:8]2[S:9][C:10]([CH3:27])=[C:11]([CH:13]3[C:17](=[O:18])/[C:16](=[CH:19]/[CH:20]4[CH2:25][CH2:24][O:23][CH2:22][CH2:21]4)/[CH2:15][C:14]3=[O:26])[N:12]=2)=[CH:4][CH:3]=1.[H][H], predict the reaction product. The product is: [Cl:1][C:2]1[CH:7]=[CH:6][C:5]([C:8]2[S:9][C:10]([CH3:27])=[C:11]([CH:13]3[C:17](=[O:18])[CH:16]([CH2:19][CH:20]4[CH2:25][CH2:24][O:23][CH2:22][CH2:21]4)[CH2:15][C:14]3=[O:26])[N:12]=2)=[CH:4][CH:3]=1.